From a dataset of Reaction yield outcomes from USPTO patents with 853,638 reactions. Predict the reaction yield, written as a fraction of the theoretical maximum amount of product (1.0 means a 100% yield; for example, 0.34 means a 34% yield). (1) The reactants are [CH3:1][NH:2][S:3]([C:6]1[C:11]([Cl:12])=[CH:10][CH:9]=[C:8]([NH2:13])[C:7]=1[OH:14])(=[O:5])=[O:4].[Br:15][C:16]1[CH:21]=[CH:20][CH:19]=[CH:18][C:17]=1N=C=O.C[N:26](C)[CH:27]=[O:28]. The catalyst is C(OCC)(=O)C. The product is [Br:15][C:16]1[CH:21]=[CH:20][CH:19]=[CH:18][C:17]=1[N:13]([C:8]1[CH:9]=[CH:10][C:11]([Cl:12])=[C:6]([S:3]([NH:2][CH3:1])(=[O:5])=[O:4])[C:7]=1[OH:14])[C:27](=[O:28])[NH2:26]. The yield is 0.670. (2) The reactants are [CH3:1][O:2][C:3]([C:5]1[CH:13]=[C:12]2[C:8]([C:9]([C:16]([NH2:18])=[O:17])=[CH:10][N:11]2[CH2:14][CH3:15])=[CH:7][CH:6]=1)=[O:4].CO[CH:21](OC)[CH2:22]Br. The catalyst is COCCOCCOC. The product is [CH2:14]([N:11]1[C:12]2[C:8](=[CH:7][CH:6]=[C:5]([C:3]([O:2][CH3:1])=[O:4])[CH:13]=2)[C:9]([C:16]2[O:17][CH:21]=[CH:22][N:18]=2)=[CH:10]1)[CH3:15]. The yield is 0.460. (3) The reactants are [C:1]([CH:3]1[CH2:8][CH2:7][N:6]([C:9]([O:11][C:12]([CH3:15])([CH3:14])[CH3:13])=[O:10])[CH2:5][CH2:4]1)#[N:2].[Li+].CC([N-]C(C)C)C.Cl[C:25]([O:27][CH2:28][CH3:29])=[O:26].CCCCCC. The catalyst is C1COCC1. The product is [C:1]([C:3]1([C:25]([O:27][CH2:28][CH3:29])=[O:26])[CH2:8][CH2:7][N:6]([C:9]([O:11][C:12]([CH3:15])([CH3:14])[CH3:13])=[O:10])[CH2:5][CH2:4]1)#[N:2]. The yield is 0.480. (4) The reactants are CO[CH:3](OC)[CH2:4][NH:5][C:6](=[O:12])[C:7]([NH:9][CH2:10][CH3:11])=[O:8].Cl. The catalyst is C(O)(=O)C. The product is [CH2:4]([N:5]1[CH:11]=[CH:10][N:9]=[C:7]([OH:8])[C:6]1=[O:12])[CH3:3]. The yield is 0.795. (5) The reactants are [C:1]([O:5][C:6](=[O:12])[NH:7][CH2:8][CH2:9][C:10]#[CH:11])([CH3:4])([CH3:3])[CH3:2].I[C:14]1[CH:21]=[CH:20][C:17]([C:18]#[N:19])=[CH:16][CH:15]=1.C(N(CC)CC)C. The catalyst is Cl[Pd](Cl)([P](C1C=CC=CC=1)(C1C=CC=CC=1)C1C=CC=CC=1)[P](C1C=CC=CC=1)(C1C=CC=CC=1)C1C=CC=CC=1.[Cu]I.C1COCC1. The product is [C:1]([O:5][C:6](=[O:12])[NH:7][CH2:8][CH2:9][C:10]#[C:11][C:14]1[CH:21]=[CH:20][C:17]([C:18]#[N:19])=[CH:16][CH:15]=1)([CH3:4])([CH3:3])[CH3:2]. The yield is 0.990.